Dataset: Full USPTO retrosynthesis dataset with 1.9M reactions from patents (1976-2016). Task: Predict the reactants needed to synthesize the given product. (1) Given the product [OH:38][CH2:37][CH2:36][N:35]([CH3:34])[C:4]([C:6]1[C:7]2[S:15][CH:14]=[C:13]([CH2:16][O:17][C:18]3[CH:23]=[CH:22][CH:21]=[C:20]([C:24](=[O:33])[NH:25][C:26]4[CH:31]=[CH:30][C:29]([Cl:32])=[CH:28][CH:27]=4)[CH:19]=3)[C:8]=2[C:9]([NH2:12])=[N:10][CH:11]=1)=[O:5], predict the reactants needed to synthesize it. The reactants are: C(O[C:4]([C:6]1[C:7]2[S:15][CH:14]=[C:13]([CH2:16][O:17][C:18]3[CH:23]=[CH:22][CH:21]=[C:20]([C:24](=[O:33])[NH:25][C:26]4[CH:31]=[CH:30][C:29]([Cl:32])=[CH:28][CH:27]=4)[CH:19]=3)[C:8]=2[C:9]([NH2:12])=[N:10][CH:11]=1)=[O:5])C.[CH3:34][NH:35][CH2:36][CH2:37][OH:38]. (2) Given the product [CH3:12][N:10]([CH2:9][C:7]1[N:8]=[C:4]([CH:3]=[O:2])[S:5][CH:6]=1)[CH3:11], predict the reactants needed to synthesize it. The reactants are: C[O:2][CH:3](OC)[C:4]1[S:5][CH:6]=[C:7]([CH2:9][N:10]([CH3:12])[CH3:11])[N:8]=1.Cl.